From a dataset of Forward reaction prediction with 1.9M reactions from USPTO patents (1976-2016). Predict the product of the given reaction. (1) The product is: [Cl:34][C:28]1[CH:29]=[CH:30][CH:31]=[C:32]([Cl:33])[C:27]=1[CH2:26][C:6]1[C:5]2[N:35]=[CH:36][NH:37][C:4]=2[C:3]([C:1]([NH2:2])=[O:47])=[C:8]([NH:9][C:10]2[CH:23]=[CH:22][C:13]([C:14](=[O:15])[NH:16][CH2:17][CH2:18][N:19]([CH3:20])[CH3:21])=[CH:12][C:11]=2[O:24][CH3:25])[N:7]=1. Given the reactants [C:1]([C:3]1[C:4]2[N:37](COCC[Si](C)(C)C)[CH:36]=[N:35][C:5]=2[C:6]([CH2:26][C:27]2[C:32]([Cl:33])=[CH:31][CH:30]=[CH:29][C:28]=2[Cl:34])=[N:7][C:8]=1[NH:9][C:10]1[CH:23]=[CH:22][C:13]([C:14]([NH:16][CH2:17][CH2:18][N:19]([CH3:21])[CH3:20])=[O:15])=[CH:12][C:11]=1[O:24][CH3:25])#[N:2].S(=O)(=O)(O)[OH:47], predict the reaction product. (2) Given the reactants [CH3:1][O:2][C:3]1[CH:4]=[C:5]([CH:8]=[C:9]([O:11][CH3:12])[CH:10]=1)[CH2:6][OH:7].[Cr](Cl)([O-])(=O)=O.[NH+]1C=CC=CC=1, predict the reaction product. The product is: [CH3:12][O:11][C:9]1[CH:8]=[C:5]([CH:4]=[C:3]([O:2][CH3:1])[CH:10]=1)[CH:6]=[O:7]. (3) Given the reactants [OH:1][C:2]1[N:10]=[CH:9][CH:8]=[CH:7][C:3]=1[C:4]([OH:6])=[O:5].[OH-].[K+].[CH2:13](Br)[C:14]1[CH:19]=[CH:18][CH:17]=[CH:16][CH:15]=1.Cl, predict the reaction product. The product is: [CH2:13]([N:10]1[CH:9]=[CH:8][CH:7]=[C:3]([C:4]([OH:6])=[O:5])[C:2]1=[O:1])[C:14]1[CH:19]=[CH:18][CH:17]=[CH:16][CH:15]=1.